From a dataset of Forward reaction prediction with 1.9M reactions from USPTO patents (1976-2016). Predict the product of the given reaction. (1) Given the reactants [NH2:1][C:2]1[CH:3]=[C:4]([N:8]([CH3:24])[C:9]2[N:14]=[C:13]3[S:15][C:16]([NH:18][C:19]([CH:21]4[CH2:23][CH2:22]4)=[O:20])=[N:17][C:12]3=[CH:11][CH:10]=2)[CH:5]=[CH:6][CH:7]=1.[Cl:25][C:26]1[CH:31]=[CH:30][C:29]([N:32]=[C:33]=[O:34])=[CH:28][C:27]=1[C:35]([F:38])([F:37])[F:36].C(=O)([O-])O.[Na+], predict the reaction product. The product is: [Cl:25][C:26]1[CH:31]=[CH:30][C:29]([NH:32][C:33]([NH:1][C:2]2[CH:3]=[C:4]([N:8]([CH3:24])[C:9]3[N:14]=[C:13]4[S:15][C:16]([NH:18][C:19]([CH:21]5[CH2:22][CH2:23]5)=[O:20])=[N:17][C:12]4=[CH:11][CH:10]=3)[CH:5]=[CH:6][CH:7]=2)=[O:34])=[CH:28][C:27]=1[C:35]([F:36])([F:37])[F:38]. (2) Given the reactants [NH2:1][C:2]1[N:6]=[CH:5][NH:4][N:3]=1.[Cl:7][C:8]1[CH:13]=[C:12]([O:14][CH3:15])[CH:11]=[CH:10][C:9]=1[CH:16]([C:22](OCC)=O)[C:17](OCC)=O.C(N(C[CH2:37][CH2:38][CH3:39])CCCC)CCC.[OH-:40].[Na+], predict the reaction product. The product is: [OH:40][C:10]1[C:11]([C:22]2[CH:37]=[CH:38][CH:39]=[CH:17][C:16]=2[C:9]2[CH:10]=[CH:11][C:12]([O:14][CH3:15])=[CH:13][C:8]=2[Cl:7])=[C:12]([OH:14])[N:3]2[N:4]=[CH:5][N:6]=[C:2]2[N:1]=1. (3) Given the reactants Cl[CH2:2][CH:3]=O.[NH2:5][C:6]1[S:7][CH:8]([C:23]2[CH:28]=[CH:27][CH:26]=[CH:25][CH:24]=2)[C:9]([C:12]2[CH:13]=[CH:14][C:15]3[O:16][CH2:17][C:18](=[O:22])[NH:19][C:20]=3[N:21]=2)=[CH:10][N:11]=1.CCOC(C)=O.[OH-].[Na+], predict the reaction product. The product is: [C:23]1([CH:8]2[S:7][C:6]3=[N:5][CH:2]=[CH:3][N:11]3[CH:10]=[C:9]2[C:12]2[CH:13]=[CH:14][C:15]3[O:16][CH2:17][C:18](=[O:22])[NH:19][C:20]=3[N:21]=2)[CH:24]=[CH:25][CH:26]=[CH:27][CH:28]=1.